From a dataset of Merck oncology drug combination screen with 23,052 pairs across 39 cell lines. Regression. Given two drug SMILES strings and cell line genomic features, predict the synergy score measuring deviation from expected non-interaction effect. Drug 1: O=C(NOCC(O)CO)c1ccc(F)c(F)c1Nc1ccc(I)cc1F. Drug 2: CNC(=O)c1cc(Oc2ccc(NC(=O)Nc3ccc(Cl)c(C(F)(F)F)c3)cc2)ccn1. Cell line: UWB1289BRCA1. Synergy scores: synergy=12.8.